This data is from Catalyst prediction with 721,799 reactions and 888 catalyst types from USPTO. The task is: Predict which catalyst facilitates the given reaction. (1) Reactant: [Br:1][C:2]1[CH:3]=[CH:4][C:5]([N:8]2[CH2:13][CH2:12][N:11](C(OC(C)(C)C)=O)[CH2:10][CH2:9]2)=[N:6][CH:7]=1.FC(F)(F)C(O)=O.[OH-].[Na+]. Product: [Br:1][C:2]1[CH:3]=[CH:4][C:5]([N:8]2[CH2:9][CH2:10][NH:11][CH2:12][CH2:13]2)=[N:6][CH:7]=1. The catalyst class is: 4. (2) Reactant: [CH:1]1[CH:2]=[CH:3][C:4]2[S:9][N:8]=[C:7]([N:10]3[CH2:15][CH2:14][N:13]([CH2:16][CH2:17][C:18]4[CH:19]=[C:20]5[CH2:28][C:26](=[O:27])[NH:25][C:21]5=[CH:22][C:23]=4[Cl:24])[CH2:12][CH2:11]3)[C:5]=2[CH:6]=1.[ClH:29]. Product: [CH:1]1[CH:2]=[CH:3][C:4]2[S:9][N:8]=[C:7]([N:10]3[CH2:11][CH2:12][N:13]([CH2:16][CH2:17][C:18]4[CH:19]=[C:20]5[CH2:28][C:26](=[O:27])[NH:25][C:21]5=[CH:22][C:23]=4[Cl:24])[CH2:14][CH2:15]3)[C:5]=2[CH:6]=1.[ClH:29]. The catalyst class is: 4. (3) Reactant: O.[NH2:2][NH2:3].Cl[C:5]1[N:10]=[CH:9][N:8]=[C:7]([N:11]2[CH2:14][CH:13]([OH:15])[CH2:12]2)[CH:6]=1. Product: [NH:2]([C:5]1[N:10]=[CH:9][N:8]=[C:7]([N:11]2[CH2:14][CH:13]([OH:15])[CH2:12]2)[CH:6]=1)[NH2:3]. The catalyst class is: 8. (4) Reactant: [ClH:1].[N:2]1([CH2:7][CH2:8][CH2:9][O:10][C:11]2[CH:16]=[CH:15][C:14]([C@@H:17]3[O:22][CH2:21][CH2:20][N:19](C(OC(C)(C)C)=O)[CH2:18]3)=[CH:13][CH:12]=2)[CH2:6][CH2:5][CH2:4][CH2:3]1. Product: [ClH:1].[N:2]1([CH2:7][CH2:8][CH2:9][O:10][C:11]2[CH:12]=[CH:13][C:14]([C@@H:17]3[O:22][CH2:21][CH2:20][NH:19][CH2:18]3)=[CH:15][CH:16]=2)[CH2:6][CH2:5][CH2:4][CH2:3]1. The catalyst class is: 370. (5) Reactant: [C:1]([C:4]1[CH:5]=[C:6]([NH:18][C:19]([C:21]2[CH:26]=[CH:25][C:24]([C:27]3[CH:32]=[CH:31][CH:30]=[CH:29][CH:28]=3)=[CH:23][CH:22]=2)=[O:20])[CH:7]=[CH:8][C:9]=1[O:10][CH2:11][CH2:12][N:13]([CH2:16][CH3:17])[CH2:14][CH3:15])(=O)[CH3:2].C([SiH](CC)CC)C.FC(F)(F)C(O)=O. Product: [CH2:16]([N:13]([CH2:14][CH3:15])[CH2:12][CH2:11][O:10][C:9]1[CH:8]=[CH:7][C:6]([NH:18][C:19]([C:21]2[CH:22]=[CH:23][C:24]([C:27]3[CH:28]=[CH:29][CH:30]=[CH:31][CH:32]=3)=[CH:25][CH:26]=2)=[O:20])=[CH:5][C:4]=1[CH2:1][CH3:2])[CH3:17]. The catalyst class is: 4. (6) Product: [CH3:2][N:3]1[C:11]2[C:6](=[CH:7][C:8]([S:12]([C:15]3[CH:20]=[CH:19][CH:18]=[CH:17][CH:16]=3)(=[O:14])=[O:13])=[CH:9][CH:10]=2)[C:5]([CH2:21][CH2:22][N:23]([CH3:28])[CH3:24])=[C:4]1[CH3:25]. Reactant: Cl.[CH3:2][N:3]1[C:11]2[C:6](=[CH:7][C:8]([S:12]([C:15]3[CH:20]=[CH:19][CH:18]=[CH:17][CH:16]=3)(=[O:14])=[O:13])=[CH:9][CH:10]=2)[C:5]([CH2:21][CH2:22][NH:23][CH3:24])=[C:4]1[CH3:25].C=O.[C:28]([BH3-])#N.[Na+]. The catalyst class is: 10.